Dataset: Catalyst prediction with 721,799 reactions and 888 catalyst types from USPTO. Task: Predict which catalyst facilitates the given reaction. (1) Reactant: [F:1][C:2]1[CH:3]=[C:4]2[C:9](=[CH:10][CH:11]=1)[CH:8]=[C:7]([CH:12]1[CH2:17][CH2:16][NH:15][CH2:14][CH2:13]1)[CH:6]=[CH:5]2.[O:18]1[CH2:20][C@H:19]1[CH2:21][O:22][C:23]1[C:31]2[CH:30]=[CH:29][S:28][C:27]=2[CH:26]=[CH:25][CH:24]=1. Product: [S:28]1[CH:29]=[CH:30][C:31]2[C:23]([O:22][CH2:21][C@@H:19]([OH:18])[CH2:20][N:15]3[CH2:14][CH2:13][CH:12]([C:7]4[CH:6]=[CH:5][C:4]5[C:9](=[CH:10][CH:11]=[C:2]([F:1])[CH:3]=5)[CH:8]=4)[CH2:17][CH2:16]3)=[CH:24][CH:25]=[CH:26][C:27]1=2. The catalyst class is: 5. (2) Reactant: [CH3:1][O:2][C:3]1[CH:8]=[CH:7][C:6]([S:9][C:10]2[CH:15]=[CH:14][C:13]([N+:16]([O-])=O)=[CH:12][CH:11]=2)=[CH:5][CH:4]=1. Product: [CH3:1][O:2][C:3]1[CH:4]=[CH:5][C:6]([S:9][C:10]2[CH:15]=[CH:14][C:13]([NH2:16])=[CH:12][CH:11]=2)=[CH:7][CH:8]=1. The catalyst class is: 8.